From a dataset of Full USPTO retrosynthesis dataset with 1.9M reactions from patents (1976-2016). Predict the reactants needed to synthesize the given product. (1) Given the product [CH3:18][S:29]([C:3]1[N:8]=[C:7]([N:9]2[C:13]3[CH:14]=[CH:15][CH:16]=[CH:17][C:12]=3[N:11]=[N:10]2)[CH:6]=[CH:5][N:4]=1)(=[O:33])=[O:31], predict the reactants needed to synthesize it. The reactants are: CS[C:3]1[N:8]=[C:7]([N:9]2[C:13]3[CH:14]=[CH:15][CH:16]=[CH:17][C:12]=3[N:11]=[N:10]2)[CH:6]=[CH:5][N:4]=1.[CH:18]1C=C(Cl)C=C(C(OO)=O)C=1.[S:29]([O-:33])([O-])(=[O:31])=S.[Na+].[Na+]. (2) Given the product [NH2:2][O:13][CH2:14][CH2:15][CH2:16][CH2:17][NH:18][C:19](=[O:28])[O:20][CH2:21][C:22]1[CH:23]=[CH:24][CH:25]=[CH:26][CH:27]=1, predict the reactants needed to synthesize it. The reactants are: O[N:2]1C(=O)C2=CC=CC=C2C1=O.[OH:13][CH2:14][CH2:15][CH2:16][CH2:17][NH:18][C:19](=[O:28])[O:20][CH2:21][C:22]1[CH:27]=[CH:26][CH:25]=[CH:24][CH:23]=1.C1(P(C2C=CC=CC=2)C2C=CC=CC=2)C=CC=CC=1.CC(OC(/N=N/C(OC(C)C)=O)=O)C. (3) Given the product [C:1]([O:4][CH2:5][C:6]([CH2:7][Cl:8])([O:9][CH2:10][CH2:11][OH:12])[C:13]([NH:15][OH:16])=[NH:14])(=[O:3])[CH3:2], predict the reactants needed to synthesize it. The reactants are: [C:1]([O:4][CH2:5][C:6]([C:13]#[N:14])([O:9][CH2:10][CH2:11][OH:12])[CH2:7][Cl:8])(=[O:3])[CH3:2].[NH2:15][OH:16].